This data is from Reaction yield outcomes from USPTO patents with 853,638 reactions. The task is: Predict the reaction yield, written as a fraction of the theoretical maximum amount of product (1.0 means a 100% yield; for example, 0.34 means a 34% yield). The reactants are [F:1][C:2]1[CH:7]=[CH:6][CH:5]=[CH:4][C:3]=1[C:8](=O)[CH3:9].[Br:11][C:12]1[CH:17]=[CH:16][C:15]([NH:18][NH2:19])=[CH:14][CH:13]=1.CC([O-])=O.[K+]. The catalyst is CCO. The product is [Br:11][C:12]1[CH:17]=[CH:16][C:15]([NH:18]/[N:19]=[C:8](/[C:3]2[CH:4]=[CH:5][CH:6]=[CH:7][C:2]=2[F:1])\[CH3:9])=[CH:14][CH:13]=1. The yield is 0.800.